This data is from Full USPTO retrosynthesis dataset with 1.9M reactions from patents (1976-2016). The task is: Predict the reactants needed to synthesize the given product. (1) Given the product [CH3:12][O:13][C:14]1[CH:21]=[CH:20][CH:19]=[CH:18][C:15]=1[CH2:16][NH:17][CH2:6][C:5]1[CH:8]=[CH:9][CH:10]=[CH:11][C:4]=1[N+:1]([O-:3])=[O:2], predict the reactants needed to synthesize it. The reactants are: [N+:1]([C:4]1[CH:11]=[CH:10][CH:9]=[CH:8][C:5]=1[CH:6]=O)([O-:3])=[O:2].[CH3:12][O:13][C:14]1[CH:21]=[CH:20][CH:19]=[CH:18][C:15]=1[CH2:16][NH2:17].C(OCC)(OCC)OCC. (2) Given the product [N+:1]([C:4]1[CH:9]=[C:8]([N+:10]([O-:12])=[O:11])[CH:7]=[CH:6][C:5]=1[CH:13]([C:22]1[C:27]([N+:28]([O-:30])=[O:29])=[CH:26][C:25]([N+:31]([O-:33])=[O:32])=[CH:24][N:23]=1)[C:14]([N:16]([CH2:17][CH3:18])[CH2:19][CH3:20])=[O:15])([O-:3])=[O:2], predict the reactants needed to synthesize it. The reactants are: [N+:1]([C:4]1[CH:9]=[C:8]([N+:10]([O-:12])=[O:11])[CH:7]=[CH:6][C:5]=1[CH2:13][C:14]([N:16]([CH2:19][CH3:20])[CH2:17][CH3:18])=[O:15])([O-:3])=[O:2].Cl[C:22]1[C:27]([N+:28]([O-:30])=[O:29])=[CH:26][C:25]([N+:31]([O-:33])=[O:32])=[CH:24][N:23]=1.C(N(CC)CC)C.Cl.